This data is from Forward reaction prediction with 1.9M reactions from USPTO patents (1976-2016). The task is: Predict the product of the given reaction. (1) Given the reactants [CH3:1][N:2]1[CH2:7][CH2:6][CH:5]([CH:8]([S:14][C:15]2[CH:16]=[N:17][C:18]([NH:28][C:29]3[S:30][CH:31]=[C:32]([CH3:34])[N:33]=3)=[C:19]([O:21][C:22]3[CH:27]=[CH:26][CH:25]=[CH:24][CH:23]=3)[CH:20]=2)[C:9](OCC)=[O:10])[CH2:4][CH2:3]1.[H-].[H-].[H-].[H-].[Li+].[Al+3].[NH4+].[Cl-], predict the reaction product. The product is: [CH3:1][N:2]1[CH2:7][CH2:6][CH:5]([CH:8]([S:14][C:15]2[CH:16]=[N:17][C:18]([NH:28][C:29]3[S:30][CH:31]=[C:32]([CH3:34])[N:33]=3)=[C:19]([O:21][C:22]3[CH:27]=[CH:26][CH:25]=[CH:24][CH:23]=3)[CH:20]=2)[CH2:9][OH:10])[CH2:4][CH2:3]1. (2) Given the reactants Br[C:2]1[C:7]([F:8])=[CH:6][C:5]([C:9]2[CH:14]=[CH:13][C:12]([CH:15]([N:17]3[CH2:21][CH2:20][CH2:19][CH2:18]3)[CH3:16])=[CH:11][CH:10]=2)=[C:4]([F:22])[CH:3]=1.[N:23]1[CH:28]=[C:27](B(O)O)[CH:26]=[N:25][CH:24]=1, predict the reaction product. The product is: [F:22][C:4]1[CH:3]=[C:2]([C:27]2[CH:28]=[N:23][CH:24]=[N:25][CH:26]=2)[C:7]([F:8])=[CH:6][C:5]=1[C:9]1[CH:14]=[CH:13][C:12]([CH:15]([N:17]2[CH2:21][CH2:20][CH2:19][CH2:18]2)[CH3:16])=[CH:11][CH:10]=1. (3) Given the reactants C([O:8][C:9]1[CH:18]=[CH:17][C:16]([CH:19]([OH:41])[CH2:20][NH:21][C:22]([CH3:40])([CH3:39])[CH2:23][CH2:24][N:25]2[C:29]([CH3:30])=[N:28][C:27]([C:31]3[CH:36]=[CH:35][C:34]([O:37][CH3:38])=[CH:33][CH:32]=3)=[N:26]2)=[CH:15][C:10]=1[C:11](OC)=[O:12])C1C=CC=CC=1.C(OC1C=CC(C(=O)C(OCC)O)=CC=1C(OC)=O)C1C=CC=CC=1.COC1C=CC(C2N=C(C)N(CCC(N)(C)C)N=2)=CC=1.[BH4-].[Na+].[Cl-].[Ca+2].[Cl-], predict the reaction product. The product is: [OH:41][CH:19]([C:16]1[CH:17]=[CH:18][C:9]([OH:8])=[C:10]([CH2:11][OH:12])[CH:15]=1)[CH2:20][NH:21][C:22]([CH3:40])([CH3:39])[CH2:23][CH2:24][N:25]1[C:29]([CH3:30])=[N:28][C:27]([C:31]2[CH:32]=[CH:33][C:34]([O:37][CH3:38])=[CH:35][CH:36]=2)=[N:26]1. (4) The product is: [CH3:1][O:2][C:3]1[CH:4]=[C:5]2[C:10](=[CH:11][C:12]=1[O:13][CH3:14])[N:9]=[CH:8][N:7]=[C:6]2[S:15][C:16]1[CH:17]=[C:18]([NH:19][C:32]([NH:31][C:29]2[N:28]([C:41]3[CH:46]=[CH:45][C:44]([O:47][CH3:48])=[CH:43][CH:42]=3)[N:27]=[C:26]([CH:23]([CH3:25])[CH3:24])[CH:30]=2)=[O:33])[CH:20]=[CH:21][CH:22]=1. Given the reactants [CH3:1][O:2][C:3]1[CH:4]=[C:5]2[C:10](=[CH:11][C:12]=1[O:13][CH3:14])[N:9]=[CH:8][N:7]=[C:6]2[S:15][C:16]1[CH:17]=[C:18]([CH:20]=[CH:21][CH:22]=1)[NH2:19].[CH:23]([C:26]1[CH:30]=[C:29]([NH:31][C:32](=O)[O:33]C2C=CC=CC=2)[N:28]([C:41]2[CH:46]=[CH:45][C:44]([O:47][CH3:48])=[CH:43][CH:42]=2)[N:27]=1)([CH3:25])[CH3:24], predict the reaction product. (5) Given the reactants [C:1]([C:4]1[CH:13]=[CH:12][C:7]([C:8]([O:10][CH3:11])=[O:9])=[C:6]([F:14])[CH:5]=1)(=[O:3])[CH3:2].Br.CS(C)=[O:18], predict the reaction product. The product is: [F:14][C:6]1[CH:5]=[C:4]([C:1](=[O:3])[CH:2]=[O:18])[CH:13]=[CH:12][C:7]=1[C:8]([O:10][CH3:11])=[O:9]. (6) Given the reactants [NH:1]1[C:9]2[C:4](=[N:5][CH:6]=[CH:7][CH:8]=2)[CH:3]=[CH:2]1.[CH2:10]([O:12][C:13](=[O:25])[C:14]1[CH:19]=[CH:18][C:17](F)=[CH:16][C:15]=1[O:21][CH2:22][O:23][CH3:24])[CH3:11].C(=O)([O-])[O-].[Cs+].[Cs+].O, predict the reaction product. The product is: [CH2:10]([O:12][C:13](=[O:25])[C:14]1[CH:19]=[CH:18][C:17]([N:1]2[C:9]3[C:4](=[N:5][CH:6]=[CH:7][CH:8]=3)[CH:3]=[CH:2]2)=[CH:16][C:15]=1[O:21][CH2:22][O:23][CH3:24])[CH3:11]. (7) Given the reactants [CH:1]1([C:10](Cl)=[O:11])[C:9]2[C:4](=[CH:5][CH:6]=[CH:7][CH:8]=2)[CH2:3][CH2:2]1.[NH:13]1[CH2:18][CH:17]=[C:16]([C:19]2[C:27]3[C:22](=[CH:23][CH:24]=[CH:25][CH:26]=3)[NH:21][CH:20]=2)[CH2:15][CH2:14]1.C(N(CC)CC)C.[NH4+].[OH-], predict the reaction product. The product is: [CH:1]1([C:10]([N:13]2[CH2:14][CH:15]=[C:16]([C:19]3[C:27]4[C:22](=[CH:23][CH:24]=[CH:25][CH:26]=4)[NH:21][CH:20]=3)[CH2:17][CH2:18]2)=[O:11])[C:9]2[C:4](=[CH:5][CH:6]=[CH:7][CH:8]=2)[CH2:3][CH2:2]1. (8) Given the reactants Cl[C:2]1[C:12]([C:13]#[N:14])=[CH:11][C:5]([C:6]([O:8][CH2:9][CH3:10])=[O:7])=[C:4]([CH3:15])[N:3]=1.Cl.[Cl:17][C:18]1[S:22][C:21]([S:23]([NH:26][C:27]([CH:29]2[CH2:34][CH2:33][NH:32][CH2:31][CH2:30]2)=[O:28])(=[O:25])=[O:24])=[CH:20][CH:19]=1.CCN(C(C)C)C(C)C, predict the reaction product. The product is: [Cl:17][C:18]1[S:22][C:21]([S:23]([NH:26][C:27]([CH:29]2[CH2:34][CH2:33][N:32]([C:2]3[C:12]([C:13]#[N:14])=[CH:11][C:5]([C:6]([O:8][CH2:9][CH3:10])=[O:7])=[C:4]([CH3:15])[N:3]=3)[CH2:31][CH2:30]2)=[O:28])(=[O:24])=[O:25])=[CH:20][CH:19]=1. (9) The product is: [CH3:1][C:2]1[C:10]2[N:6]([C:7]([C:41]3[CH:46]=[CH:45][CH:44]=[CH:43][N:42]=3)=[C:8]([C:11]#[N:12])[CH:9]=2)[CH:5]=[CH:4][CH:3]=1. Given the reactants [CH3:1][C:2]1[C:10]2[N:6]([CH:7]=[C:8]([C:11]#[N:12])[CH:9]=2)[CH:5]=[CH:4][CH:3]=1.F[B-](F)(F)F.C1(P(C2CCCC2)C2CCCC2)CCCC1.C([O-])([O-])=O.[Cs+].[Cs+].Cl[C:41]1[CH:46]=[CH:45][CH:44]=[CH:43][N:42]=1, predict the reaction product.